From a dataset of Peptide-MHC class II binding affinity with 134,281 pairs from IEDB. Regression. Given a peptide amino acid sequence and an MHC pseudo amino acid sequence, predict their binding affinity value. This is MHC class II binding data. The peptide sequence is NMVVERLGDYLVEQG. The MHC is HLA-DPA10103-DPB10301 with pseudo-sequence HLA-DPA10103-DPB10301. The binding affinity (normalized) is 0.445.